Predict which catalyst facilitates the given reaction. From a dataset of Catalyst prediction with 721,799 reactions and 888 catalyst types from USPTO. Reactant: [C:1]1([OH:15])[C:10]2[CH:9]3[CH2:11][CH2:12][CH2:13][CH:6]([CH:7]=[CH:8]3)[C:5]=2[C:4]([OH:14])=[CH:3][CH:2]=1.[H][H]. Product: [C:4]1([OH:14])[C:5]2[CH:6]3[CH2:13][CH2:12][CH2:11][CH:9]([CH2:8][CH2:7]3)[C:10]=2[C:1]([OH:15])=[CH:2][CH:3]=1. The catalyst class is: 29.